Dataset: Full USPTO retrosynthesis dataset with 1.9M reactions from patents (1976-2016). Task: Predict the reactants needed to synthesize the given product. (1) Given the product [CH3:23][C@H:10]1[CH2:9][NH:8][CH2:13][CH2:12][N:11]1[C:14]1[O:15][C:16]2[C:21]([N:22]=1)=[CH:20][CH:19]=[CH:18][N:17]=2, predict the reactants needed to synthesize it. The reactants are: C([N:8]1[CH2:13][CH2:12][N:11]([C:14]2[O:15][C:16]3[C:21]([N:22]=2)=[CH:20][CH:19]=[CH:18][N:17]=3)[C@@H:10]([CH3:23])[CH2:9]1)C1C=CC=CC=1.Cl.C([O-])=O.[NH4+]. (2) Given the product [Br:1][C:2]1[CH:3]=[C:4]([CH2:11][OH:12])[C:5]2[N:6]([CH:8]=[N:9][N:10]=2)[CH:7]=1, predict the reactants needed to synthesize it. The reactants are: [Br:1][C:2]1[CH:3]=[C:4]([CH2:11][O:12]C2CCCCO2)[C:5]2[N:6]([CH:8]=[N:9][N:10]=2)[CH:7]=1.Cl.O1CCOCC1.C(=O)(O)[O-].[Na+]. (3) Given the product [CH3:19][C:17]1([CH3:18])[CH2:16][C:15]2[C:10](=[CH:11][CH:12]=[C:13]([C:20]([O:22][CH3:23])=[O:21])[CH:14]=2)[NH:9][CH:8]1[C:3]1[CH:4]=[CH:5][CH:6]=[CH:7][C:2]=1[NH:1][S:31]([CH3:30])(=[O:33])=[O:32], predict the reactants needed to synthesize it. The reactants are: [NH2:1][C:2]1[CH:7]=[CH:6][CH:5]=[CH:4][C:3]=1[CH:8]1[C:17]([CH3:19])([CH3:18])[CH2:16][C:15]2[C:10](=[CH:11][CH:12]=[C:13]([C:20]([O:22][CH3:23])=[O:21])[CH:14]=2)[NH:9]1.N1C=CC=CC=1.[CH3:30][S:31](Cl)(=[O:33])=[O:32]. (4) The reactants are: F[C:2](F)(F)[C:3]([OH:5])=O.[CH3:8][O:9][CH2:10][N:11]1[C:15]([CH2:16][N:17]2[C:22]3[CH:23]=[C:24]([C:26]4[CH:31]=[CH:30][CH:29]=[CH:28][CH:27]=4)[S:25]C=3C(=O)[N:19](C3CCNCC3)[C:18]2=[O:39])=[N:14][N:13]=[N:12]1.[CH2:40]([O:42][C:43]1[C:52]([O:53][CH3:54])=[CH:51][C:50]2[C:49]([C:55]3[CH:63]=[CH:62][C:58]([C:59](O)=[O:60])=[CH:57][CH:56]=3)=[N:48][C@@H:47]3[CH2:64][CH2:65][S:66][CH2:67][C@@H:46]3[C:45]=2[CH:44]=1)[CH3:41].[B-](F)(F)(F)F.CCOC(C(C#N)=NOC(N(C)C)=[N+](C)C)=O.[CH:90]1[CH:95]=[N:94][C:93]2N(O)N=N[C:92]=2[CH:91]=1.CCN(C(C)C)C(C)C. Given the product [CH2:40]([O:42][C:43]1[C:52]([O:53][CH3:54])=[CH:51][C:50]2[C:49]([C:55]3[CH:63]=[CH:62][C:58]([C:59]([N:94]4[CH2:95][CH2:90][CH:91]([N:19]5[C:3](=[O:5])[C:2]6[S:25][C:24]([C:26]7[CH:31]=[CH:30][CH:29]=[CH:28][CH:27]=7)=[CH:23][C:22]=6[N:17]([CH2:16][C:15]6[N:11]([CH2:10][O:9][CH3:8])[N:12]=[N:13][N:14]=6)[C:18]5=[O:39])[CH2:92][CH2:93]4)=[O:60])=[CH:57][CH:56]=3)=[N:48][C@@H:47]3[CH2:64][CH2:65][S:66][CH2:67][C@@H:46]3[C:45]=2[CH:44]=1)[CH3:41], predict the reactants needed to synthesize it. (5) Given the product [O:17]1[C:18]2[CH:24]=[CH:23][CH:22]=[CH:21][C:19]=2[N:20]=[C:16]1[NH:15][C:12](=[O:14])[CH2:11][C:8]1[CH:7]=[CH:6][C:5]([S:2]([CH3:1])(=[O:3])=[O:4])=[CH:10][CH:9]=1, predict the reactants needed to synthesize it. The reactants are: [CH3:1][S:2]([C:5]1[CH:10]=[CH:9][C:8]([CH2:11][C:12]([OH:14])=O)=[CH:7][CH:6]=1)(=[O:4])=[O:3].[NH2:15][C:16]1[O:17][C:18]2[CH:24]=[CH:23][CH:22]=[CH:21][C:19]=2[N:20]=1.CCN=C=NCCCN(C)C.Cl. (6) Given the product [CH2:16]([C:14]1[CH:13]=[CH:12][C:5]2=[C:6]3[C:11](=[C:2]([NH2:1])[N:3]=[C:4]2[CH:15]=1)[N:10]=[CH:9][CH:8]=[CH:7]3)[CH2:19][C:20]1[CH:25]=[CH:24][CH:23]=[CH:22][CH:21]=1, predict the reactants needed to synthesize it. The reactants are: [NH2:1][C:2]1[C:11]2[N:10]=[CH:9][CH:8]=[CH:7][C:6]=2[C:5]2[CH:12]=[CH:13][C:14]([CH:16]=O)=[CH:15][C:4]=2[N:3]=1.[Br-].[CH2:19]([P+](C1C=CC=CC=1)(C1C=CC=CC=1)C1C=CC=CC=1)[C:20]1[CH:25]=[CH:24][CH:23]=[CH:22][CH:21]=1. (7) Given the product [F:1][C:2]1[C:3]([NH:26][CH2:27][CH2:28][S:29]([Cl:35])(=[O:32])=[O:30])=[N:4][C:5]([C:8]2[CH:12]=[C:11]([C:13]3[CH:17]=[CH:16][O:15][N:14]=3)[N:10]([CH2:18][C:19]3[CH:24]=[CH:23][CH:22]=[CH:21][C:20]=3[F:25])[N:9]=2)=[N:6][CH:7]=1, predict the reactants needed to synthesize it. The reactants are: [F:1][C:2]1[C:3]([NH:26][CH2:27][CH2:28][S:29]([OH:32])(=O)=[O:30])=[N:4][C:5]([C:8]2[CH:12]=[C:11]([C:13]3[CH:17]=[CH:16][O:15][N:14]=3)[N:10]([CH2:18][C:19]3[CH:24]=[CH:23][CH:22]=[CH:21][C:20]=3[F:25])[N:9]=2)=[N:6][CH:7]=1.S(Cl)([Cl:35])=O.S(Cl)(Cl)(=O)=O. (8) Given the product [CH3:3][O:4][C:5]1[CH:6]=[N:7][C:8]2[C:13]([N:14]=1)=[C:12]([CH2:15][NH:2][CH3:1])[CH:11]=[CH:10][CH:9]=2, predict the reactants needed to synthesize it. The reactants are: [CH3:1][NH2:2].[CH3:3][O:4][C:5]1[CH:6]=[N:7][C:8]2[CH:9]=[CH:10][CH:11]=[C:12]([CH:15]=O)[C:13]=2[N:14]=1.